This data is from Catalyst prediction with 721,799 reactions and 888 catalyst types from USPTO. The task is: Predict which catalyst facilitates the given reaction. (1) Reactant: [Br:1][C:2]1[CH:3]=[CH:4][C:5]([CH2:10]C(OC)=O)=[N:6][C:7]=1[O:8][CH3:9].C([O-])(O)=[O:16].[Na+]. Product: [Br:1][C:2]1[CH:3]=[CH:4][C:5]([CH2:10][OH:16])=[N:6][C:7]=1[O:8][CH3:9]. The catalyst class is: 5. (2) Reactant: [OH:1][N:2]=[C:3](Cl)[C:4]1[O:8][N:7]=[C:6]([C:9]2[CH:14]=[CH:13][CH:12]=[CH:11][CH:10]=2)[C:5]=1[C:15]([F:18])([F:17])[F:16].[CH3:20][C:21]1([CH3:42])[O:25][CH:24]([C:26]2[CH:35]=[C:34]3[C:29]([C:30]([N:36]4[CH2:41][CH2:40][O:39][CH2:38][CH2:37]4)=[CH:31][CH2:32][O:33]3)=[CH:28][CH:27]=2)[CH2:23][O:22]1.C(N(CC)CC)C. Product: [CH3:20][C:21]1([CH3:42])[O:25][CH:24]([C:26]2[CH:27]=[CH:28][C:29]3[C:30]4([N:36]5[CH2:41][CH2:40][O:39][CH2:38][CH2:37]5)[CH:31]([C:3]([C:4]5[O:8][N:7]=[C:6]([C:9]6[CH:14]=[CH:13][CH:12]=[CH:11][CH:10]=6)[C:5]=5[C:15]([F:18])([F:17])[F:16])=[N:2][O:1]4)[CH2:32][O:33][C:34]=3[CH:35]=2)[CH2:23][O:22]1. The catalyst class is: 4. (3) Reactant: C1([C@H](N)C)C=CC=CC=1.[C:10]([O:14][C:15]([NH:17][C@@H:18]1[C@@H:23]2[CH2:24][C@@H:20]([CH:21]=[CH:22]2)[C@@H:19]1[C:25]([OH:27])=[O:26])=[O:16])([CH3:13])([CH3:12])[CH3:11].C(OCC)(=O)C.Cl. Product: [C:10]([O:14][C:15]([NH:17][C@@H:18]1[C@@H:23]2[CH2:24][C@@H:20]([CH:21]=[CH:22]2)[C@@H:19]1[C:25]([OH:27])=[O:26])=[O:16])([CH3:13])([CH3:11])[CH3:12]. The catalyst class is: 6. (4) Reactant: [C:1]([O:5][C:6](=[O:14])[NH:7][C@H:8]1[CH2:11][C@H:10]([CH2:12][OH:13])[CH2:9]1)([CH3:4])([CH3:3])[CH3:2].[CH3:15][S:16](Cl)(=[O:18])=[O:17]. Product: [CH3:15][S:16]([O:13][CH2:12][C@H:10]1[CH2:11][C@H:8]([NH:7][C:6]([O:5][C:1]([CH3:4])([CH3:2])[CH3:3])=[O:14])[CH2:9]1)(=[O:18])=[O:17]. The catalyst class is: 317. (5) Reactant: [CH3:1][O:2][C:3]1[CH:15]=[CH:14][C:6]2[N:7](C)[C:8](=O)[O:9][C:10](=O)[C:5]=2[CH:4]=1.[NH3:16]. Product: [CH3:1][O:2][C:3]1[CH:15]=[CH:14][C:6]([NH:7][CH3:8])=[C:5]([CH:4]=1)[C:10]([NH2:16])=[O:9]. The catalyst class is: 7. (6) Reactant: [NH2:1][CH2:2][CH2:3][N:4]1[C:9](=[O:10])[CH:8]=[CH:7][C:6]([C:11]2[N:16]=[C:15]([NH:17][C:18]([C:20]3([C:23]4[CH:33]=[CH:32][C:26]5[O:27][C:28]([F:31])([F:30])[O:29][C:25]=5[CH:24]=4)[CH2:22][CH2:21]3)=[O:19])[CH:14]=[CH:13][C:12]=2[CH3:34])=[CH:5]1.Cl[C:36]([O:38][CH2:39][CH3:40])=[O:37].C(N(CC)CC)C. Product: [F:30][C:28]1([F:31])[O:27][C:26]2[CH:32]=[CH:33][C:23]([C:20]3([C:18]([NH:17][C:15]4[N:16]=[C:11]([C:6]5[CH:7]=[CH:8][C:9](=[O:10])[N:4]([CH2:3][CH2:2][NH:1][C:36](=[O:37])[O:38][CH2:39][CH3:40])[CH:5]=5)[C:12]([CH3:34])=[CH:13][CH:14]=4)=[O:19])[CH2:22][CH2:21]3)=[CH:24][C:25]=2[O:29]1. The catalyst class is: 9.